From a dataset of Full USPTO retrosynthesis dataset with 1.9M reactions from patents (1976-2016). Predict the reactants needed to synthesize the given product. (1) Given the product [CH3:4][C:2]([Si:5]([CH3:27])([CH3:28])[O:6][CH2:7][C:8]1[CH:13]=[CH:12][C:11]([C:14]2[CH:19]=[C:18]([O:20][CH3:21])[CH:17]=[CH:16][C:15]=2[F:22])=[C:10]([CH2:23][OH:24])[CH:9]=1)([CH3:1])[CH3:3], predict the reactants needed to synthesize it. The reactants are: [CH3:1][C:2]([Si:5]([CH3:28])([CH3:27])[O:6][CH2:7][C:8]1[CH:9]=[C:10]([C:23](OC)=[O:24])[C:11]([C:14]2[CH:19]=[C:18]([O:20][CH3:21])[CH:17]=[CH:16][C:15]=2[F:22])=[CH:12][CH:13]=1)([CH3:4])[CH3:3].[H-].[H-].[H-].[H-].[Li+].[Al+3]. (2) Given the product [N:6]1[CH:7]=[CH:8][CH:9]=[C:4]([CH2:3][S:10][C:11]2[CH:12]=[CH:13][C:14]([C:15]([O:17][CH3:18])=[O:16])=[CH:19][CH:20]=2)[CH:5]=1, predict the reactants needed to synthesize it. The reactants are: Br.Br[CH2:3][C:4]1[CH:5]=[N:6][CH:7]=[CH:8][CH:9]=1.[SH:10][C:11]1[CH:20]=[CH:19][C:14]([C:15]([O:17][CH3:18])=[O:16])=[CH:13][CH:12]=1. (3) Given the product [CH:1]1([CH2:8][C:9]([C:11]2[C:19]3[C:14](=[CH:15][CH:16]=[CH:17][C:18]=3[CH3:20])[N:13]([CH2:24][CH2:23][OH:22])[CH:12]=2)=[O:10])[CH2:7][CH2:6][CH2:5][CH2:4][CH2:3][CH2:2]1, predict the reactants needed to synthesize it. The reactants are: [CH:1]1([CH2:8][C:9]([C:11]2[C:19]3[C:14](=[CH:15][CH:16]=[CH:17][C:18]=3[CH3:20])[NH:13][CH:12]=2)=[O:10])[CH2:7][CH2:6][CH2:5][CH2:4][CH2:3][CH2:2]1.C1(=O)O[CH2:24][CH2:23][O:22]1.C1CCN2C(=NCCC2)CC1. (4) Given the product [Cl:39][C:24]1[CH:23]=[N:22][CH:21]=[C:20]([Cl:19])[C:25]=1/[CH:26]=[C:27](\[O:28][C:9](=[O:10])[C:8]1[CH:12]=[CH:13][C:14]([O:15][CH:16]([F:18])[F:17])=[C:6]([O:5][CH2:4][CH:1]2[CH2:2][CH2:3]2)[CH:7]=1)/[C:29]1[CH:34]=[CH:33][C:32]([O:35][CH3:36])=[C:31]([O:37][CH3:38])[CH:30]=1, predict the reactants needed to synthesize it. The reactants are: [CH:1]1([CH2:4][O:5][C:6]2[CH:7]=[C:8]([CH:12]=[CH:13][C:14]=2[O:15][CH:16]([F:18])[F:17])[C:9](Cl)=[O:10])[CH2:3][CH2:2]1.[Cl:19][C:20]1[CH:21]=[N:22][CH:23]=[C:24]([Cl:39])[C:25]=1[CH2:26][C:27]([C:29]1[CH:34]=[CH:33][C:32]([O:35][CH3:36])=[C:31]([O:37][CH3:38])[CH:30]=1)=[O:28]. (5) Given the product [Br:1][C:2]1[CH:7]=[CH:6][C:5]([C@@H:8]([N:10]2[CH2:15][CH2:14][C@@:13]([C:20]3[CH:21]=[CH:22][C:23]([F:26])=[CH:24][CH:25]=3)([CH2:16][C:17]([OH:19])([CH3:28])[CH3:18])[O:12][C:11]2=[O:27])[CH3:9])=[CH:4][CH:3]=1, predict the reactants needed to synthesize it. The reactants are: [Br:1][C:2]1[CH:7]=[CH:6][C:5]([C@@H:8]([N:10]2[CH2:15][CH2:14][C@@:13]([C:20]3[CH:25]=[CH:24][C:23]([F:26])=[CH:22][CH:21]=3)([CH2:16][C:17](=[O:19])[CH3:18])[O:12][C:11]2=[O:27])[CH3:9])=[CH:4][CH:3]=1.[CH3:28][Mg]Br. (6) Given the product [CH3:24][C:18]1[C:17]2[C:21](=[CH:22][CH:23]=[C:15]([C:14]3[CH:13]=[C:12]([C:7]4[CH:8]=[CH:9][CH:10]=[CH:11][C:6]=4[O:5][CH2:1][CH:2]([CH3:4])[CH3:3])[NH:38][C:36](=[O:37])[CH:35]=3)[CH:16]=2)[NH:20][N:19]=1, predict the reactants needed to synthesize it. The reactants are: [CH2:1]([O:5][C:6]1[CH:11]=[CH:10][CH:9]=[CH:8][C:7]=1[C:12](=O)/[CH:13]=[CH:14]/[C:15]1[CH:16]=[C:17]2[C:21](=[CH:22][CH:23]=1)[NH:20][N:19]=[C:18]2[CH3:24])[CH:2]([CH3:4])[CH3:3].N1([CH2:35][C:36]([NH2:38])=[O:37])C2C=CC=CC=2N=N1.[OH-].[Na+]. (7) Given the product [F:35][C:33]1[CH:34]=[C:29]([CH:30]=[C:31]([CH2:36][NH:37][C:7](=[O:9])[C:6]2[CH:5]=[CH:4][C:3]([C:2]([F:1])([F:13])[F:12])=[CH:11][CH:10]=2)[CH:32]=1)[O:28][C:25]1[CH:26]=[CH:27][C:22]([O:21][C:18]([CH3:19])([CH3:20])[C:17]([OH:39])=[O:16])=[C:23]([CH3:38])[CH:24]=1, predict the reactants needed to synthesize it. The reactants are: [F:1][C:2]([F:13])([F:12])[C:3]1[CH:11]=[CH:10][C:6]([C:7]([OH:9])=O)=[CH:5][CH:4]=1.C([O:16][C:17](=[O:39])[C:18]([O:21][C:22]1[CH:27]=[CH:26][C:25]([O:28][C:29]2[CH:34]=[C:33]([F:35])[CH:32]=[C:31]([CH2:36][NH2:37])[CH:30]=2)=[CH:24][C:23]=1[CH3:38])([CH3:20])[CH3:19])C.